This data is from Forward reaction prediction with 1.9M reactions from USPTO patents (1976-2016). The task is: Predict the product of the given reaction. (1) Given the reactants [CH3:1][N:2]1[C:6]2[CH:7]=[CH:8][C:9]([NH2:11])=[CH:10][C:5]=2[N:4]=[CH:3]1.[N:12]([O-])=O.[Na+].O.O.Cl[Sn]Cl.[CH3:21][CH:22]([CH3:28])[C:23](=O)[CH2:24][C:25]#[N:26], predict the reaction product. The product is: [CH:22]([C:23]1[CH:24]=[C:25]([NH2:26])[N:11]([C:9]2[CH:8]=[CH:7][C:6]3[N:2]([CH3:1])[CH:3]=[N:4][C:5]=3[CH:10]=2)[N:12]=1)([CH3:28])[CH3:21]. (2) Given the reactants Br[C:2]1[CH:3]=[N:4][C:5]([C:8]#[N:9])=[N:6][CH:7]=1.[C:10]1([SH:16])[CH:15]=[CH:14][CH:13]=[CH:12][CH:11]=1.C(=O)([O-])[O-].[Cs+].[Cs+], predict the reaction product. The product is: [C:10]1([S:16][C:2]2[CH:3]=[N:4][C:5]([C:8]#[N:9])=[N:6][CH:7]=2)[CH:15]=[CH:14][CH:13]=[CH:12][CH:11]=1.